From a dataset of Forward reaction prediction with 1.9M reactions from USPTO patents (1976-2016). Predict the product of the given reaction. Given the reactants C[O:2][C:3](=[O:47])[CH2:4][CH:5]1[CH2:10][CH2:9][CH:8]([CH2:11][N:12]2[CH2:18][CH2:17][CH2:16][C@H:15]([N:19]([CH2:26][C:27]3[CH:32]=[C:31]([C:33]([F:36])([F:35])[F:34])[CH:30]=[C:29]([Cl:37])[CH:28]=3)[C:20]3[N:21]=[N:22][N:23]([CH3:25])[N:24]=3)[C:14]3[CH:38]=[C:39]([CH3:46])[C:40]([C:42]([F:45])([F:44])[F:43])=[CH:41][C:13]2=3)[CH2:7][CH2:6]1.[OH-].[Na+], predict the reaction product. The product is: [Cl:37][C:29]1[CH:28]=[C:27]([CH:32]=[C:31]([C:33]([F:36])([F:34])[F:35])[CH:30]=1)[CH2:26][N:19]([C:20]1[N:21]=[N:22][N:23]([CH3:25])[N:24]=1)[C@H:15]1[CH2:16][CH2:17][CH2:18][N:12]([CH2:11][CH:8]2[CH2:7][CH2:6][CH:5]([CH2:4][C:3]([OH:47])=[O:2])[CH2:10][CH2:9]2)[C:13]2[CH:41]=[C:40]([C:42]([F:43])([F:44])[F:45])[C:39]([CH3:46])=[CH:38][C:14]1=2.